Dataset: Forward reaction prediction with 1.9M reactions from USPTO patents (1976-2016). Task: Predict the product of the given reaction. (1) Given the reactants [F:1][C:2]([F:7])([F:6])[C:3]([O-:5])=[O:4].[SH:8][CH2:9][CH2:10][CH2:11][CH2:12][CH2:13][CH2:14][CH2:15][CH2:16][CH2:17][CH2:18][CH2:19][O:20][CH2:21][CH2:22][O:23][CH2:24][CH2:25][O:26][CH2:27][CH2:28][O:29][CH2:30][CH2:31][O:32][CH2:33][CH2:34][O:35][CH2:36][CH2:37][NH3+:38].N1C=CC=CC=1S[S:46][CH2:47][CH2:48][CH2:49][CH2:50][CH2:51][CH2:52][CH2:53][CH2:54][CH2:55][CH2:56][CH2:57][O:58][CH2:59][CH2:60][O:61][CH2:62][CH2:63][O:64][CH2:65][CH2:66][OH:67], predict the reaction product. The product is: [F:1][C:2]([F:7])([F:6])[C:3]([O-:5])=[O:4].[OH:67][CH2:66][CH2:65][O:64][CH2:63][CH2:62][O:61][CH2:60][CH2:59][O:58][CH2:57][CH2:56][CH2:55][CH2:54][CH2:53][CH2:52][CH2:51][CH2:50][CH2:49][CH2:48][CH2:47][S:46][S:8][CH2:9][CH2:10][CH2:11][CH2:12][CH2:13][CH2:14][CH2:15][CH2:16][CH2:17][CH2:18][CH2:19][O:20][CH2:21][CH2:22][O:23][CH2:24][CH2:25][O:26][CH2:27][CH2:28][O:29][CH2:30][CH2:31][O:32][CH2:33][CH2:34][O:35][CH2:36][CH2:37][NH3+:38]. (2) Given the reactants Br[C:2]1[CH:7]=[C:6]([C:8]2[C:9]([C:17]3[S:18][C:19]([Cl:22])=[CH:20][CH:21]=3)=[N:10][N:11]([CH:13]([CH2:15][CH3:16])[CH3:14])[CH:12]=2)[CH:5]=[CH:4][N:3]=1.[CH:23]1([C:26]#[CH:27])[CH2:25][CH2:24]1.C(N(CC)C(C)C)(C)C, predict the reaction product. The product is: [CH:13]([N:11]1[CH:12]=[C:8]([C:6]2[CH:5]=[CH:4][N:3]=[C:2]([C:27]#[C:26][CH:23]3[CH2:25][CH2:24]3)[CH:7]=2)[C:9]([C:17]2[S:18][C:19]([Cl:22])=[CH:20][CH:21]=2)=[N:10]1)([CH2:15][CH3:16])[CH3:14]. (3) Given the reactants C([N:8]1[CH2:13][CH2:12][N:11](CC2C=CC=CC=2)[CH2:10][C@@H:9]1[CH2:21][CH2:22][C:23]1[CH:28]=[CH:27]C=CN=1)C1C=CC=CC=1.C([O-])=O.[NH4+:32].[CH2:33](O)[CH3:34], predict the reaction product. The product is: [N:32]1[CH:27]=[CH:28][C:23]([CH2:22][CH2:21][C@H:9]2[CH2:10][NH:11][CH2:12][CH2:13][NH:8]2)=[CH:34][CH:33]=1. (4) Given the reactants [CH2:1]([O:8][C:9](=[O:15])[CH2:10][CH2:11][C:12]([OH:14])=[O:13])[C:2]1[CH:7]=[CH:6][CH:5]=[CH:4][CH:3]=1.[CH3:16][C@@:17]12[C@H:25](O)[CH2:24][C@@H:20]([C:21]1([CH3:23])[CH3:22])[CH2:19][CH2:18]2.C1C=CC2N(O)N=NC=2C=1.CCN=C=NCCCN(C)C.Cl, predict the reaction product. The product is: [C:9]([O:8][CH2:1][C:2]1[CH:7]=[CH:6][CH:5]=[CH:4][CH:3]=1)(=[O:15])[CH2:10][CH2:11][C:12]([O:14][C@@H:18]1[CH2:19][C@H:20]2[C:21]([CH3:23])([CH3:22])[C@:17]1([CH3:16])[CH2:25][CH2:24]2)=[O:13]. (5) Given the reactants [CH2:1]1[C:17]2[C:5]([C:6]3[CH:29]=[CH:28][CH:27]=[CH:26][C:7]=3[C:8]3[C:16]=2[CH:15]=[C:14]2[C:9]=3[C:10]3[CH:25]=[CH:24][CH:23]=[CH:22][C:11]=3[C:12]3[CH:21]=[CH:20][CH:19]=[CH:18][C:13]=32)=[CH:4][CH:3]=[CH:2]1.[OH-].C([N+](CCCC)(CCCC)CCCC)CCC.[CH2:48]([O:50][C:51](=[O:70])[C:52]1[CH:57]=[CH:56][C:55]([O:58][CH2:59][CH2:60][CH2:61][CH2:62][CH2:63][CH2:64][CH2:65][CH2:66][CH2:67][CH2:68]Br)=[CH:54][CH:53]=1)[CH3:49], predict the reaction product. The product is: [CH:18]1[C:13]2[C:12](=[C:11]3[CH:22]=[CH:23][CH:24]=[CH:25][C:10]3=[C:9]3[C:14]=2[CH:15]([CH2:68][CH2:67][CH2:66][CH2:65][CH2:64][CH2:63][CH2:62][CH2:61][CH2:60][CH2:59][O:58][C:55]2[CH:56]=[CH:57][C:52]([C:51]([O:50][CH2:48][CH3:49])=[O:70])=[CH:53][CH:54]=2)[C:16]2[C:8]3=[C:7]3[CH:26]=[CH:27][CH:28]=[CH:29][C:6]3=[C:5]3[CH:4]=[CH:3][CH:2]=[CH:1][C:17]3=2)[CH:21]=[CH:20][CH:19]=1. (6) Given the reactants [Na].[N+](CCC)([O-])=[O:3].Br[CH2:9][C:10]1[CH:15]=[CH:14][C:13]([F:16])=[C:12]([O:17][C:18]2[CH:23]=[CH:22][CH:21]=[CH:20][CH:19]=2)[CH:11]=1, predict the reaction product. The product is: [F:16][C:13]1[CH:14]=[CH:15][C:10]([CH:9]=[O:3])=[CH:11][C:12]=1[O:17][C:18]1[CH:23]=[CH:22][CH:21]=[CH:20][CH:19]=1. (7) Given the reactants [CH3:1][CH:2]1[CH2:7][CH2:6][CH:5]([C:8]([N:10]([CH:25]2[CH2:30][CH2:29][N:28]([CH3:31])[CH2:27][CH2:26]2)[C:11]2[CH:15]=[C:14]([C:16]3[CH:21]=[CH:20][CH:19]=[CH:18][CH:17]=3)[S:13][C:12]=2[C:22]([OH:24])=[O:23])=[O:9])[CH2:4][CH2:3]1.C(=O)([O-])[O-].[Cs+].[Cs+].[I-].[Na+].[CH:40]([O:43][C:44](=[O:48])[O:45][CH2:46]Cl)([CH3:42])[CH3:41], predict the reaction product. The product is: [CH:40]([O:43][C:44]([O:45][CH2:46][O:23][C:22]([C:12]1[S:13][C:14]([C:16]2[CH:21]=[CH:20][CH:19]=[CH:18][CH:17]=2)=[CH:15][C:11]=1[N:10]([C:8]([CH:5]1[CH2:4][CH2:3][CH:2]([CH3:1])[CH2:7][CH2:6]1)=[O:9])[CH:25]1[CH2:26][CH2:27][N:28]([CH3:31])[CH2:29][CH2:30]1)=[O:24])=[O:48])([CH3:42])[CH3:41].